Dataset: Orexin1 receptor HTS with 218,158 compounds and 233 confirmed actives. Task: Binary Classification. Given a drug SMILES string, predict its activity (active/inactive) in a high-throughput screening assay against a specified biological target. The compound is s1c2CCCCCc2cc1C(=O)Nc1sc(nn1)CC. The result is 0 (inactive).